From a dataset of Reaction yield outcomes from USPTO patents with 853,638 reactions. Predict the reaction yield, written as a fraction of the theoretical maximum amount of product (1.0 means a 100% yield; for example, 0.34 means a 34% yield). The reactants are [S:1]1[CH:5]=[CH:4][CH:3]=[C:2]1[CH2:6][CH2:7][NH:8][C:9]([C:11]1([C:16]2[CH:21]=[CH:20][C:19]([Cl:22])=[CH:18][CH:17]=2)[CH2:15][CH2:14][CH2:13][CH2:12]1)=[O:10].[CH3:23]C(C)([O-])C.[K+].IC. The catalyst is CN(C=O)C.O. The product is [Cl:22][C:19]1[CH:18]=[CH:17][C:16]([C:11]2([C:9]([N:8]([CH3:23])[CH2:7][CH2:6][C:2]3[S:1][CH:5]=[CH:4][CH:3]=3)=[O:10])[CH2:12][CH2:13][CH2:14][CH2:15]2)=[CH:21][CH:20]=1. The yield is 0.620.